Dataset: Catalyst prediction with 721,799 reactions and 888 catalyst types from USPTO. Task: Predict which catalyst facilitates the given reaction. (1) Reactant: [H-].[Na+].[C:3]([O:7][C:8]([N:10]1[CH2:15][CH2:14][CH:13]([OH:16])[CH2:12][CH2:11]1)=[O:9])([CH3:6])([CH3:5])[CH3:4].Br[CH2:18][C:19]([OH:21])=[O:20]. Product: [C:3]([O:7][C:8]([N:10]1[CH2:15][CH2:14][CH:13]([O:16][CH2:18][C:19]([OH:21])=[O:20])[CH2:12][CH2:11]1)=[O:9])([CH3:6])([CH3:4])[CH3:5]. The catalyst class is: 1. (2) Reactant: FC(F)(F)C(O)=O.C(OC([N:15]1[C:20]2[CH:21]=[C:22]([Cl:25])[CH:23]=[CH:24][C:19]=2[O:18][CH:17]([CH2:26][C:27]([N:29]2[CH2:34][CH2:33][N:32]([CH2:35][C:36]3[CH:41]=[CH:40][C:39]([F:42])=[CH:38][CH:37]=3)[CH2:31][C@H:30]2[CH3:43])=[O:28])[CH2:16]1)=O)(C)(C)C. Product: [Cl:25][C:22]1[CH:23]=[CH:24][C:19]2[O:18][CH:17]([CH2:26][C:27]([N:29]3[CH2:34][CH2:33][N:32]([CH2:35][C:36]4[CH:37]=[CH:38][C:39]([F:42])=[CH:40][CH:41]=4)[CH2:31][C@H:30]3[CH3:43])=[O:28])[CH2:16][NH:15][C:20]=2[CH:21]=1. The catalyst class is: 2. (3) Reactant: [F:1][C:2]1[C:7]([F:8])=[CH:6][C:5]([F:9])=[C:4]([F:10])[C:3]=1[OH:11].C(OC([N:19]1[CH2:24][CH2:23][N:22]([C:25]2[C:26]([O:31]CCO)=[N:27][CH:28]=[CH:29][N:30]=2)[CH2:21][CH2:20]1)=O)(C)(C)C.[C:35]1(P(C2C=CC=CC=2)C2C=CC=CC=2)C=CC=C[CH:36]=1.CN(C(/N=N/C(N(C)C)=O)=O)C.C(O)(C(F)(F)F)=O.[Cl:73]CCl.O. Product: [ClH:73].[N:22]1([C:25]2[C:26](=[O:31])[N:27]([CH2:35][CH2:36][O:11][C:3]3[C:2]([F:1])=[C:7]([F:8])[CH:6]=[C:5]([F:9])[C:4]=3[F:10])[CH:28]=[CH:29][N:30]=2)[CH2:21][CH2:20][NH:19][CH2:24][CH2:23]1. The catalyst class is: 1. (4) Reactant: [NH2:1][C:2]1[CH:3]=[C:4]2[C:8](=[CH:9][CH:10]=1)[N:7]([CH:11]([CH3:13])[CH3:12])[C:6](=[O:14])[CH2:5]2.[C:15]([O:19][C:20](=[O:26])[NH:21][CH2:22][C@H:23]1[CH2:25][O:24]1)([CH3:18])([CH3:17])[CH3:16].FC(F)(F)S([O-])(=O)=O.[Li+]. Product: [C:15]([O:19][C:20](=[O:26])[NH:21][CH2:22][C@H:23]([OH:24])[CH2:25][NH:1][C:2]1[CH:3]=[C:4]2[C:8](=[CH:9][CH:10]=1)[N:7]([CH:11]([CH3:12])[CH3:13])[C:6](=[O:14])[CH2:5]2)([CH3:17])([CH3:16])[CH3:18]. The catalyst class is: 115. (5) Reactant: [H-].[H-].[H-].[H-].[Li+].[Al+3].[F:7][C:8]1[CH:13]=[C:12]([F:14])[CH:11]=[CH:10][C:9]=1[CH2:15][CH2:16][C:17](O)=[O:18].O.[OH-].[Na+]. Product: [F:7][C:8]1[CH:13]=[C:12]([F:14])[CH:11]=[CH:10][C:9]=1[CH2:15][CH2:16][CH2:17][OH:18]. The catalyst class is: 1. (6) Reactant: [C:1]([NH:9][C:10]1[N:15]=[CH:14][N:13]=[C:12]2[N:16]([C@H:19]3[C@@H:23]4[O:24]C(C)(C)[O:26][C@@H:22]4[C@@H:21](/[CH:29]=[CH:30]/[P:31](=[O:38])([O:35][CH2:36][CH3:37])[O:32][CH2:33][CH3:34])[O:20]3)[N:17]=[CH:18][C:11]=12)(=[O:8])[C:2]1[CH:7]=[CH:6][CH:5]=[CH:4][CH:3]=1.C(O)(C(F)(F)F)=O. Product: [C:1]([NH:9][C:10]1[N:15]=[CH:14][N:13]=[C:12]2[N:16]([C@@H:19]3[O:20][C@H:21](/[CH:29]=[CH:30]/[P:31](=[O:38])([O:32][CH2:33][CH3:34])[O:35][CH2:36][CH3:37])[C@@H:22]([OH:26])[C@H:23]3[OH:24])[N:17]=[CH:18][C:11]=12)(=[O:8])[C:2]1[CH:3]=[CH:4][CH:5]=[CH:6][CH:7]=1. The catalyst class is: 6.